Dataset: Full USPTO retrosynthesis dataset with 1.9M reactions from patents (1976-2016). Task: Predict the reactants needed to synthesize the given product. (1) Given the product [S:1]1[C:5]([C@H:6]([O:32][Si:33]([C:46]([CH3:49])([CH3:47])[CH3:48])([C:34]2[CH:35]=[CH:36][CH:37]=[CH:38][CH:39]=2)[C:40]2[CH:45]=[CH:44][CH:43]=[CH:42][CH:41]=2)/[CH:7]=[CH:8]/[C@H:9]2[C@H:13]([O:14][CH:15]3[CH2:20][CH2:19][CH2:18][CH2:17][O:16]3)[CH2:12][C:11](=[CH2:55])[C@@H:10]2[CH2:22]/[CH:23]=[CH:24]\[CH2:25][CH2:26][CH2:27][C:28]([O:30][CH3:31])=[O:29])=[CH:4][C:3]2[CH:50]=[CH:51][CH:52]=[CH:53][C:2]1=2, predict the reactants needed to synthesize it. The reactants are: [S:1]1[C:5]([C@H:6]([O:32][Si:33]([C:46]([CH3:49])([CH3:48])[CH3:47])([C:40]2[CH:45]=[CH:44][CH:43]=[CH:42][CH:41]=2)[C:34]2[CH:39]=[CH:38][CH:37]=[CH:36][CH:35]=2)/[CH:7]=[CH:8]/[C@H:9]2[C@H:13]([O:14][CH:15]3[CH2:20][CH2:19][CH2:18][CH2:17][O:16]3)[CH2:12][C:11](=O)[C@@H:10]2[CH2:22]/[CH:23]=[CH:24]\[CH2:25][CH2:26][CH2:27][C:28]([O:30][CH3:31])=[O:29])=[CH:4][C:3]2[CH:50]=[CH:51][CH:52]=[CH:53][C:2]1=2.S1C([C@H](O[Si](C(C)(C)C)(C2C=CC=CC=2)C2C=CC=CC=2)/C=C/[C@H]2[C@H](OC3CCCCO3)CC(=C)[C@@H]2C/C=C\CCCC(O)=O)=CC2C=CC=C[C:55]1=2. (2) Given the product [C:3]([O:7][C:8]([NH:10][CH2:11][CH2:12][CH2:13][N:14]1[C:18]2[CH:19]=[C:20]([C:23]([OH:25])=[O:24])[CH:21]=[CH:22][C:17]=2[N:16]=[C:15]1[NH:27][C:28]1[CH:29]=[C:30]([O:38][CH3:39])[C:31]([O:36][CH3:37])=[C:32]([O:34][CH3:35])[CH:33]=1)=[O:9])([CH3:5])([CH3:4])[CH3:6], predict the reactants needed to synthesize it. The reactants are: [OH-].[Li+].[C:3]([O:7][C:8]([NH:10][CH2:11][CH2:12][CH2:13][N:14]1[C:18]2[CH:19]=[C:20]([C:23]([O:25]C)=[O:24])[CH:21]=[CH:22][C:17]=2[N:16]=[C:15]1[NH:27][C:28]1[CH:33]=[C:32]([O:34][CH3:35])[C:31]([O:36][CH3:37])=[C:30]([O:38][CH3:39])[CH:29]=1)=[O:9])([CH3:6])([CH3:5])[CH3:4]. (3) Given the product [C:43]([C:40]([C:36]1[CH:35]=[C:34]([C:33]([NH:32][C:27]2[CH:28]=[CH:29][C:30]([CH3:31])=[C:25]([CH:26]=2)[O:24][C:22]2[CH:21]=[CH:20][C:19]3[N:18]([N:17]=[C:16]([NH:15][C:6]([C:4]4[N:3]=[CH:2][O:1][CH:5]=4)=[O:8])[N:46]=3)[CH:23]=2)=[O:45])[CH:39]=[CH:38][CH:37]=1)([CH3:42])[CH3:41])#[N:44], predict the reactants needed to synthesize it. The reactants are: [O:1]1[CH:5]=[C:4]([C:6]([OH:8])=O)[N:3]=[CH:2]1.C(Cl)(=O)C(Cl)=O.[NH2:15][C:16]1[N:46]=[C:19]2[CH:20]=[CH:21][C:22]([O:24][C:25]3[CH:26]=[C:27]([NH:32][C:33](=[O:45])[C:34]4[CH:39]=[CH:38][CH:37]=[C:36]([C:40]([C:43]#[N:44])([CH3:42])[CH3:41])[CH:35]=4)[CH:28]=[CH:29][C:30]=3[CH3:31])=[CH:23][N:18]2[N:17]=1.C(=O)([O-])O.[Na+]. (4) Given the product [Cl:10][C:7]1[N:6]=[N:5][C:4]([NH:3][C:12]2[C:17]([N+:18]([O-:20])=[O:19])=[CH:16][CH:15]=[CH:14][C:13]=2[CH3:21])=[CH:9][CH:8]=1, predict the reactants needed to synthesize it. The reactants are: [H-].[Na+].[NH2:3][C:4]1[N:5]=[N:6][C:7]([Cl:10])=[CH:8][CH:9]=1.F[C:12]1[C:17]([N+:18]([O-:20])=[O:19])=[CH:16][CH:15]=[CH:14][C:13]=1[CH3:21]. (5) Given the product [CH2:1]([O:3][C:4]([N:6]1[C:15]2[C:10](=[N:11][C:12]([O:16][CH3:17])=[CH:13][CH:14]=2)[C@@H:9]([NH:18][CH:19]([C:34]2[N:35]=[CH:36][C:37]([NH:40][C:43](=[O:45])[CH3:44])=[CH:38][N:39]=2)[C:20]2[CH:21]=[C:22]([C:30]([F:33])([F:32])[F:31])[CH:23]=[C:24]([C:26]([F:27])([F:28])[F:29])[CH:25]=2)[CH2:8][C@H:7]1[CH2:41][CH3:42])=[O:5])[CH3:2], predict the reactants needed to synthesize it. The reactants are: [CH2:1]([O:3][C:4]([N:6]1[C:15]2[C:10](=[N:11][C:12]([O:16][CH3:17])=[CH:13][CH:14]=2)[C@@H:9]([NH:18][CH:19]([C:34]2[N:39]=[CH:38][C:37]([NH2:40])=[CH:36][N:35]=2)[C:20]2[CH:25]=[C:24]([C:26]([F:29])([F:28])[F:27])[CH:23]=[C:22]([C:30]([F:33])([F:32])[F:31])[CH:21]=2)[CH2:8][C@H:7]1[CH2:41][CH3:42])=[O:5])[CH3:2].[C:43](Cl)(=[O:45])[CH3:44].C(N(CC)CC)C.C(=O)([O-])O.[Na+]. (6) Given the product [C:12]([C:7]1[CH:6]=[CH:5][C:4]2[C:9](=[CH:10][CH:11]=[C:2]([C:21]3[CH:22]=[CH:23][C:18]([C:15]([OH:17])=[O:16])=[CH:19][CH:20]=3)[CH:3]=2)[CH:8]=1)([OH:14])=[O:13], predict the reactants needed to synthesize it. The reactants are: Br[C:2]1[CH:3]=[C:4]2[C:9](=[CH:10][CH:11]=1)[CH:8]=[C:7]([C:12]([OH:14])=[O:13])[CH:6]=[CH:5]2.[C:15]([C:18]1[CH:23]=[CH:22][C:21](B(O)O)=[CH:20][CH:19]=1)([OH:17])=[O:16].C1(P(C2C=CC=CC=2)C2C=CC=CC=2)C=CC=CC=1.C([O-])([O-])=O.[Na+].[Na+]. (7) Given the product [Cl:1][C:2]([C:5]1[CH:10]=[CH:9][CH:8]=[CH:7][CH:6]=1)([CH3:4])[CH3:3], predict the reactants needed to synthesize it. The reactants are: [Cl:1][C:2]([C:5]1[CH:10]=[CH:9][C:8](C(C)(Cl)C)=[CH:7][CH:6]=1)([CH3:4])[CH3:3].ClC(C1C=CC=C(C(C)(Cl)C)C=1)(C)C.ClC(C1C=C(C(C)(Cl)C)C=C(C(C)(Cl)C)C=1)(C)C.ClC(C1C=C(C(C)(C)C)C=C(C(C)(Cl)C)C=1)(C)C.